This data is from NCI-60 drug combinations with 297,098 pairs across 59 cell lines. The task is: Regression. Given two drug SMILES strings and cell line genomic features, predict the synergy score measuring deviation from expected non-interaction effect. (1) Cell line: NCI-H522. Drug 2: C1CN1P(=S)(N2CC2)N3CC3. Synergy scores: CSS=29.7, Synergy_ZIP=1.79, Synergy_Bliss=2.19, Synergy_Loewe=2.46, Synergy_HSA=3.66. Drug 1: CC12CCC3C(C1CCC2=O)CC(=C)C4=CC(=O)C=CC34C. (2) Cell line: NCI-H522. Drug 1: COC1=C(C=C2C(=C1)N=CN=C2NC3=CC(=C(C=C3)F)Cl)OCCCN4CCOCC4. Drug 2: C1CC(C1)(C(=O)O)C(=O)O.[NH2-].[NH2-].[Pt+2]. Synergy scores: CSS=42.2, Synergy_ZIP=-4.34, Synergy_Bliss=-2.29, Synergy_Loewe=1.02, Synergy_HSA=3.65. (3) Drug 1: CCC1=C2CN3C(=CC4=C(C3=O)COC(=O)C4(CC)O)C2=NC5=C1C=C(C=C5)O. Drug 2: C1=NC2=C(N1)C(=S)N=CN2. Cell line: HCT-15. Synergy scores: CSS=40.1, Synergy_ZIP=-5.33, Synergy_Bliss=-1.82, Synergy_Loewe=-9.39, Synergy_HSA=1.34. (4) Drug 1: C1=CC(=CC=C1CCC2=CNC3=C2C(=O)NC(=N3)N)C(=O)NC(CCC(=O)O)C(=O)O. Drug 2: CC1=CC=C(C=C1)C2=CC(=NN2C3=CC=C(C=C3)S(=O)(=O)N)C(F)(F)F. Cell line: A498. Synergy scores: CSS=20.9, Synergy_ZIP=-0.141, Synergy_Bliss=-0.363, Synergy_Loewe=-12.7, Synergy_HSA=0.414. (5) Drug 1: CS(=O)(=O)C1=CC(=C(C=C1)C(=O)NC2=CC(=C(C=C2)Cl)C3=CC=CC=N3)Cl. Drug 2: CC1OCC2C(O1)C(C(C(O2)OC3C4COC(=O)C4C(C5=CC6=C(C=C35)OCO6)C7=CC(=C(C(=C7)OC)O)OC)O)O. Cell line: SF-268. Synergy scores: CSS=30.9, Synergy_ZIP=6.19, Synergy_Bliss=8.51, Synergy_Loewe=-5.29, Synergy_HSA=6.05.